Dataset: Full USPTO retrosynthesis dataset with 1.9M reactions from patents (1976-2016). Task: Predict the reactants needed to synthesize the given product. (1) Given the product [F:25][C:2]1([F:1])[CH2:7][CH2:6][CH:5]([CH2:8][C@H:9]2[CH2:14][C@H:13]([C:15]3[O:19][NH:18][C:17](=[O:20])[CH:16]=3)[CH2:12][CH2:11][NH:10]2)[CH2:4][CH2:3]1, predict the reactants needed to synthesize it. The reactants are: [F:1][C:2]1([F:25])[CH2:7][CH2:6][CH:5]([CH2:8][C@H:9]2[CH2:14][C@H:13]([C:15]3[O:19][NH:18][C:17](=[O:20])[CH:16]=3)[CH2:12][CH2:11][N:10]2C(OC)=O)[CH2:4][CH2:3]1.Br. (2) Given the product [C:10]([C:14]1[N:22]=[C:21]2[C:17]([N:18]=[CH:19][N:20]2[CH2:23][C:24]2[C:29]([Cl:30])=[CH:28][CH:27]=[CH:26][N:25]=2)=[C:16]([N:37]2[CH2:38][C:35]3([CH2:34][S:33](=[O:40])(=[O:39])[CH2:32]3)[CH2:36]2)[N:15]=1)([CH3:13])([CH3:12])[CH3:11], predict the reactants needed to synthesize it. The reactants are: CCN(C(C)C)C(C)C.[C:10]([C:14]1[N:22]=[C:21]2[C:17]([N:18]=[CH:19][N:20]2[CH2:23][C:24]2[C:29]([Cl:30])=[CH:28][CH:27]=[CH:26][N:25]=2)=[C:16](Cl)[N:15]=1)([CH3:13])([CH3:12])[CH3:11].[CH2:32]1[C:35]2([CH2:38][NH:37][CH2:36]2)[CH2:34][S:33]1.[OH2:39].[O:40]1CCOCC1. (3) Given the product [CH3:1][O:3][C:4]([C:6]1([CH2:9][NH2:10])[CH2:8][CH2:7]1)=[O:5], predict the reactants needed to synthesize it. The reactants are: [CH2:1]([O:3][C:4]([C:6]1([C:9]#[N:10])[CH2:8][CH2:7]1)=[O:5])C.COC(=O)C(C)(C)CN. (4) Given the product [CH3:29][NH:30][S:31]([C:34]1[CH:42]=[CH:41][C:37]([C:38]([N:8]2[CH2:7][C@@H:6]3[CH2:2][N:3]([C:10]([O:12][CH2:13][C:14]4[CH:19]=[C:18]([Cl:20])[CH:17]=[C:16]([Cl:21])[CH:15]=4)=[O:11])[CH2:4][C@@H:5]3[CH2:9]2)=[O:39])=[CH:36][CH:35]=1)(=[O:32])=[O:33], predict the reactants needed to synthesize it. The reactants are: Cl.[CH2:2]1[C@@H:6]2[CH2:7][NH:8][CH2:9][C@@H:5]2[CH2:4][N:3]1[C:10]([O:12][CH2:13][C:14]1[CH:19]=[C:18]([Cl:20])[CH:17]=[C:16]([Cl:21])[CH:15]=1)=[O:11].CN1CCOCC1.[CH3:29][NH:30][S:31]([C:34]1[CH:42]=[CH:41][C:37]([C:38](O)=[O:39])=[CH:36][CH:35]=1)(=[O:33])=[O:32].F[P-](F)(F)(F)(F)F.N1(OC(N(C)C)=[N+](C)C)C2N=CC=CC=2N=N1. (5) Given the product [N+:17]([C:16]1[CH:15]=[CH:14][C:13]([N:4]2[CH:5]3[CH2:8][CH2:9][N:1]([CH2:7][CH2:6]3)[CH2:2][CH2:3]2)=[N:12][CH:11]=1)([O-:19])=[O:18], predict the reactants needed to synthesize it. The reactants are: [N:1]12[CH2:9][CH2:8][CH:5]([CH2:6][CH2:7]1)[NH:4][CH2:3][CH2:2]2.Cl[C:11]1[C:16]([N+:17]([O-:19])=[O:18])=[CH:15][CH:14]=[CH:13][N:12]=1.O1CCOCC1. (6) Given the product [C:16]([O:15][C:13]([N:10]1[CH2:11][CH2:12][CH:8]([C:5]2[CH:6]=[CH:7][C:2]([C:27]3[CH:32]=[CH:31][CH:30]=[CH:29][CH:28]=3)=[CH:3][C:4]=2[NH:22][C:25](=[O:40])[CH3:26])[CH2:9]1)=[O:14])([CH3:19])([CH3:18])[CH3:17], predict the reactants needed to synthesize it. The reactants are: N[C:2]1[CH:7]=[CH:6][C:5]([CH:8]2[CH2:12][CH2:11][N:10]([C:13]([O:15][C:16]([CH3:19])([CH3:18])[CH3:17])=[O:14])[CH2:9]2)=[CH:4][CH:3]=1.C([N:22]([CH2:25][CH3:26])CC)C.[C:27]1(CC(Cl)=O)[CH:32]=[CH:31][CH:30]=[CH:29][CH:28]=1.C1C[O:40]CC1. (7) Given the product [C:1]([NH:5][C:14]([C:16]([F:26])([F:27])[CH:17]([O:20][C:21](=[O:25])[C:22]([CH3:24])=[CH2:23])[CH2:18][CH3:19])=[O:15])([CH3:4])([CH3:3])[CH3:2], predict the reactants needed to synthesize it. The reactants are: [C:1]([NH2:5])([CH3:4])([CH3:3])[CH3:2].C(OC(C)C)(C)C.Cl[C:14]([C:16]([F:27])([F:26])[CH:17]([O:20][C:21](=[O:25])[C:22]([CH3:24])=[CH2:23])[CH2:18][CH3:19])=[O:15]. (8) Given the product [N:32]1[C:37]2[C:24](=[CH:33][CH:34]=[CH:35][CH:36]=2)[CH:23]=[N:22][C:27]=1[C:28]([NH:30][NH2:31])=[O:8], predict the reactants needed to synthesize it. The reactants are: C([O:8]C(NC1C=CC(C(OC)=O)=CC=1)=O)C1C=CC=CC=1.[N:22]1[C:27]([CH3:28])=CC=[CH:24][C:23]=1C.[NH2:30][NH2:31].[N:32]1[CH:37]=[CH:36][CH:35]=[CH:34][CH:33]=1. (9) Given the product [Cl:1][C:2]1[CH:7]=[C:6]([N:8]=[C:16]=[S:17])[CH:5]=[CH:4][C:3]=1[C:9]1[CH:14]=[CH:13][CH:12]=[CH:11][C:10]=1[Cl:15], predict the reactants needed to synthesize it. The reactants are: [Cl:1][C:2]1[CH:7]=[C:6]([NH2:8])[CH:5]=[CH:4][C:3]=1[C:9]1[CH:14]=[CH:13][CH:12]=[CH:11][C:10]=1[Cl:15].[C:16](N1C=CN=C1)(N1C=CN=C1)=[S:17].